Dataset: Forward reaction prediction with 1.9M reactions from USPTO patents (1976-2016). Task: Predict the product of the given reaction. (1) The product is: [CH2:3]([O:5][CH2:6][CH2:7][N:8]1[C:12]2[CH:13]=[CH:14][CH:15]=[CH:16][C:11]=2[N:10]=[C:9]1[N:17]1[CH2:23][CH2:22][CH2:21][N:20]([CH2:24][CH2:25][C@:26]2([C:31]3[CH:36]=[CH:35][CH:34]=[CH:33][CH:32]=3)[CH2:30][CH2:29][N:28]([C:41]([C:40]3[CH:44]=[C:45]([CH:46]=[CH:47][C:39]=3[O:38][CH3:37])[O:48][CH2:49][C:50](=[O:52])[CH3:51])=[O:42])[CH2:27]2)[CH2:19][CH2:18]1)[CH3:4]. Given the reactants Cl.Cl.[CH2:3]([O:5][CH2:6][CH2:7][N:8]1[C:12]2[CH:13]=[CH:14][CH:15]=[CH:16][C:11]=2[N:10]=[C:9]1[N:17]1[CH2:23][CH2:22][CH2:21][N:20]([CH2:24][CH2:25][C@:26]2([C:31]3[CH:36]=[CH:35][CH:34]=[CH:33][CH:32]=3)[CH2:30][CH2:29][NH:28][CH2:27]2)[CH2:19][CH2:18]1)[CH3:4].[CH3:37][O:38][C:39]1[CH:47]=[CH:46][C:45]([O:48][CH2:49][C:50](=[O:52])[CH3:51])=[CH:44][C:40]=1[C:41](O)=[O:42].CN(C)CCCN=C=NCC.O.ON1C2C=CC=CC=2N=N1.C(N(C(C)C)CC)(C)C, predict the reaction product. (2) Given the reactants Br[C:2]1[CH:9]=[CH:8][C:5]([C:6]#[N:7])=[C:4]([O:10][CH3:11])[CH:3]=1.[CH2:12]([C@@H:14]1[NH:18][C:17](=[O:19])[C:16]([F:21])([F:20])[C@@H:15]1[OH:22])[CH3:13].C1(P(C2C=CC=CC=2)C2C3OC4C(=CC=CC=4P(C4C=CC=CC=4)C4C=CC=CC=4)C(C)(C)C=3C=CC=2)C=CC=CC=1.C(=O)([O-])[O-].[Cs+].[Cs+], predict the reaction product. The product is: [CH2:12]([C@@H:14]1[N:18]([C:2]2[CH:9]=[CH:8][C:5]([C:6]#[N:7])=[C:4]([O:10][CH3:11])[CH:3]=2)[C:17](=[O:19])[C:16]([F:20])([F:21])[C@@H:15]1[OH:22])[CH3:13]. (3) Given the reactants [Br:1][C:2]1[C:7]([CH3:8])=[CH:6][CH:5]=[CH:4][N:3]=1.ClC1C=C(C=CC=1)C(OO)=[O:14], predict the reaction product. The product is: [Br:1][C:2]1[C:7]([CH3:8])=[CH:6][CH:5]=[CH:4][N+:3]=1[O-:14]. (4) Given the reactants O=C(CC1C=CC=CC=1)CC(OCC)=O.CC(C)(C)C(=O)CC(O[CH2:23][C:24]1[CH:29]=[CH:28][CH:27]=[CH:26][CH:25]=1)=O.[Br:33][CH2:34][C:35]1[O:36][C:37](=[O:44])[O:38][C:39]=1C(C)(C)C, predict the reaction product. The product is: [CH2:23]([C:39]1[O:38][C:37](=[O:44])[O:36][C:35]=1[CH2:34][Br:33])[C:24]1[CH:25]=[CH:26][CH:27]=[CH:28][CH:29]=1. (5) Given the reactants [CH3:1][C:2]1[C:7]([CH2:8][C:9]([O:11][CH3:12])=[O:10])=[C:6]([C:13]2[CH:18]=[CH:17][CH:16]=[CH:15][CH:14]=2)[N:5]=[C:4]([N:19]2[CH2:24][CH2:23][CH2:22][CH2:21][CH2:20]2)[N:3]=1.[Li+].C[Si]([N-][Si](C)(C)C)(C)C.I[CH2:36][CH2:37][CH3:38], predict the reaction product. The product is: [CH3:1][C:2]1[C:7]([CH:8]([CH2:36][CH2:37][CH3:38])[C:9]([O:11][CH3:12])=[O:10])=[C:6]([C:13]2[CH:14]=[CH:15][CH:16]=[CH:17][CH:18]=2)[N:5]=[C:4]([N:19]2[CH2:24][CH2:23][CH2:22][CH2:21][CH2:20]2)[N:3]=1.